This data is from Full USPTO retrosynthesis dataset with 1.9M reactions from patents (1976-2016). The task is: Predict the reactants needed to synthesize the given product. (1) Given the product [F:24][C:21]([F:22])([F:23])[C:18]([CH2:20][NH:8][CH2:1][C:2]1[CH:7]=[CH:6][CH:5]=[CH:4][CH:3]=1)([OH:19])[CH2:17][C:16]([C:14]1[CH:15]=[C:10]([F:9])[CH:11]=[CH:12][C:13]=1[O:27][CH3:28])([CH3:26])[CH3:25], predict the reactants needed to synthesize it. The reactants are: [CH2:1]([NH2:8])[C:2]1[CH:7]=[CH:6][CH:5]=[CH:4][CH:3]=1.[F:9][C:10]1[CH:11]=[CH:12][C:13]([O:27][CH3:28])=[C:14]([C:16]([CH3:26])([CH3:25])[CH2:17][C:18]2([C:21]([F:24])([F:23])[F:22])[CH2:20][O:19]2)[CH:15]=1. (2) Given the product [CH3:29][O:28][NH:27][C:25]([C:24]1[CH:23]=[C:22]([C:20]#[C:21][C:2]2[CH:3]=[N:4][CH:5]=[C:6]([CH:19]=2)[C:7]([N:9]=[S@@:10]([CH3:18])(=[O:17])[C:11]2[CH:16]=[CH:15][CH:14]=[CH:13][CH:12]=2)=[O:8])[CH:32]=[CH:31][CH:30]=1)=[O:26], predict the reactants needed to synthesize it. The reactants are: Br[C:2]1[CH:3]=[N:4][CH:5]=[C:6]([CH:19]=1)[C:7]([N:9]=[S@@:10]([CH3:18])(=[O:17])[C:11]1[CH:16]=[CH:15][CH:14]=[CH:13][CH:12]=1)=[O:8].[C:20]([C:22]1[CH:23]=[C:24]([CH:30]=[CH:31][CH:32]=1)[C:25]([NH:27][O:28][CH3:29])=[O:26])#[CH:21]. (3) The reactants are: [N+:1]([C:4]1[CH:12]=[CH:11][CH:10]=[C:9]2[C:5]=1[CH:6]=[N:7][NH:8]2)([O-:3])=[O:2].[C:13](=O)([O-])[O-].[K+].[K+].Cl.N1CC[CH2:23][CH2:22][CH2:21]1.[CH3:26][N:27]([CH:29]=O)[CH3:28]. Given the product [N+:1]([C:4]1[CH:12]=[CH:11][CH:10]=[C:9]2[C:5]=1[CH:6]=[N:7][N:8]2[CH2:13][CH2:26][N:27]1[CH2:29][CH2:23][CH2:22][CH2:21][CH2:28]1)([O-:3])=[O:2], predict the reactants needed to synthesize it. (4) Given the product [F:52][C:51]1[C:43]([N:38]2[N:39]=[CH:40][CH:41]=[N:37]2)=[C:44]([CH:48]=[C:49]([F:53])[CH:50]=1)[C:45]([OH:47])=[O:46], predict the reactants needed to synthesize it. The reactants are: N1N(C2C=CC(C(F)(F)F)=CC=2C(O)=O)N=CC=1.N1(C2C=CC(C(F)(F)F)=CC=2C(O)=O)C=CN=N1.[N:37]1[NH:38][N:39]=[CH:40][CH:41]=1.Br[C:43]1[C:51]([F:52])=[CH:50][C:49]([F:53])=[CH:48][C:44]=1[C:45]([OH:47])=[O:46]. (5) Given the product [NH2:24][C:9]1[N:8]=[C:7]([O:6][CH2:5][CH2:4][CH:1]2[CH2:3][CH2:2]2)[N:15]=[C:14]2[C:10]=1[NH:11][C:12](=[O:22])[N:13]2[CH2:16][CH:17]1[CH2:21][CH2:20][O:19][CH2:18]1, predict the reactants needed to synthesize it. The reactants are: [CH:1]1([CH2:4][CH2:5][O:6][C:7]2[N:15]=[C:14]3[C:10]([N:11]=[C:12]([O:22]C)[N:13]3[CH2:16][CH:17]3[CH2:21][CH2:20][O:19][CH2:18]3)=[C:9]([NH2:24])[N:8]=2)[CH2:3][CH2:2]1.Cl.O.[OH-].[Na+].